Dataset: Catalyst prediction with 721,799 reactions and 888 catalyst types from USPTO. Task: Predict which catalyst facilitates the given reaction. (1) Reactant: [CH2:1]=[CH:2][CH2:3][CH2:4][CH2:5][CH2:6][CH2:7][CH3:8].[H][H].C=C.N[C@H](C=O)CCSC.FC1C([B-](C2C(F)=C(F)C(F)=C(F)C=2F)(C2C(F)=C(F)C(F)=C(F)C=2F)C2C(F)=C(F)C(F)=C(F)C=2F)=C(F)C(F)=C(F)C=1F.Cl. Product: [CH2:1]=[CH2:2].[CH2:1]=[CH:2][CH2:3][CH2:4][CH2:5][CH2:6][CH2:7][CH3:8]. The catalyst class is: 11. (2) Reactant: [F:1][C:2]1[CH:3]=[C:4]2[C:9](=[CH:10][CH:11]=1)[NH:8][C:7]([C:12]([O:14][CH3:15])=[O:13])=[CH:6][C:5]2=[O:16].C(=O)([O-])[O-].[K+].[K+].CN(C=O)C.I[CH2:29][CH3:30]. Product: [CH2:29]([O:16][C:5]1[C:4]2[C:9](=[CH:10][CH:11]=[C:2]([F:1])[CH:3]=2)[N:8]=[C:7]([C:12]([O:14][CH3:15])=[O:13])[CH:6]=1)[CH3:30]. The catalyst class is: 6. (3) Reactant: OC([C:4]([F:7])([F:6])[F:5])=O.[CH3:8][O:9][C:10]([NH:12][C@@H:13]([CH:47]([CH3:49])[CH3:48])[C:14]([N:16]1[CH2:20][C@@H:19]([CH3:21])[CH2:18][C@H:17]1[C:22]1[NH:23][CH:24]=[C:25]([C:27]2[CH:32]=[CH:31][C:30]([C:33]3[CH:38]=[CH:37][C:36]([C:39](O)=[O:40])=[CH:35][C:34]=3[O:42]C(F)(F)F)=[CH:29][CH:28]=2)[N:26]=1)=[O:15])=[O:11].CN(C(ON1N=NC2C=CC=NC1=2)=[N+](C)C)C.F[P-](F)(F)(F)(F)F.[NH2:74][C:75]1[CH:76]=[CH:77][C:78]([N:81]2[CH2:86][CH2:85][N:84]([C:87]([C@H:89]3[CH2:91][C:90]3([CH3:93])[CH3:92])=[O:88])[CH2:83][C@H:82]2[CH3:94])=[N:79][CH:80]=1.C(N(CC)C(C)C)(C)C. Product: [CH3:8][O:9][C:10](=[O:11])[NH:12][C@H:13]([C:14]([N:16]1[CH2:20][C@@H:19]([CH3:21])[CH2:18][C@H:17]1[C:22]1[NH:23][CH:24]=[C:25]([C:27]2[CH:28]=[CH:29][C:30]([C:33]3[CH:38]=[CH:37][C:36]([C:39](=[O:40])[NH:74][C:75]4[CH:80]=[N:79][C:78]([N:81]5[CH2:86][CH2:85][N:84]([C:87]([C@H:89]6[CH2:91][C:90]6([CH3:93])[CH3:92])=[O:88])[CH2:83][C@H:82]5[CH3:94])=[CH:77][CH:76]=4)=[CH:35][C:34]=3[O:42][C:4]([F:5])([F:6])[F:7])=[CH:31][CH:32]=2)[N:26]=1)=[O:15])[CH:47]([CH3:48])[CH3:49]. The catalyst class is: 3. (4) Reactant: [F:1][C:2]1[C:31]([N:32]2[CH2:37][CH2:36][O:35][CH2:34][CH2:33]2)=[CH:30][C:5]2[NH:6][C:7]([C:9]3[C:13]([NH:14][C:15](=[O:23])[N:16]([CH:20]([CH3:22])[CH3:21])[CH:17]([CH3:19])[CH3:18])=[CH:12][N:11](C4CCCCO4)[N:10]=3)=[N:8][C:4]=2[CH:3]=1. Product: [F:1][C:2]1[C:31]([N:32]2[CH2:33][CH2:34][O:35][CH2:36][CH2:37]2)=[CH:30][C:5]2[NH:6][C:7]([C:9]3[C:13]([NH:14][C:15](=[O:23])[N:16]([CH:20]([CH3:22])[CH3:21])[CH:17]([CH3:18])[CH3:19])=[CH:12][NH:11][N:10]=3)=[N:8][C:4]=2[CH:3]=1. The catalyst class is: 33. (5) Reactant: [Br:1][C:2]1[CH:25]=[CH:24][C:5]([CH2:6][NH:7][C:8](=[O:23])[C:9]2[CH:14]=[C:13]([N:15]3[CH2:20][CH2:19][O:18][CH2:17][CH2:16]3)[C:12]([F:21])=[CH:11][C:10]=2[OH:22])=[C:4]([F:26])[CH:3]=1.C([O-])([O-])=O.[K+].[K+].Br[CH2:34][C:35]([O:37][CH2:38][CH3:39])=[O:36].Cl. Product: [CH2:38]([O:37][C:35](=[O:36])[CH2:34][O:22][C:10]1[CH:11]=[C:12]([F:21])[C:13]([N:15]2[CH2:16][CH2:17][O:18][CH2:19][CH2:20]2)=[CH:14][C:9]=1[C:8](=[O:23])[NH:7][CH2:6][C:5]1[CH:24]=[CH:25][C:2]([Br:1])=[CH:3][C:4]=1[F:26])[CH3:39]. The catalyst class is: 21. (6) Reactant: [OH:1][C@H:2]1[CH2:7][CH2:6][CH2:5][CH2:4][C@@H:3]1[NH:8][C:9]([C:11]1[C:15]2=[N:16][CH:17]=[CH:18][C:19]([CH3:20])=[C:14]2[NH:13][CH:12]=1)=[O:10].[Cl:21][C:22]1[CH:23]=[CH:24][C:25]([CH2:28]Cl)=[N:26][CH:27]=1.[I-].[Na+].C(=O)([O-])[O-].[Cs+].[Cs+]. Product: [Cl:21][C:22]1[CH:23]=[CH:24][C:25]([CH2:28][N:13]2[C:14]3[C:15](=[N:16][CH:17]=[CH:18][C:19]=3[CH3:20])[C:11]([C:9]([NH:8][C@H:3]3[CH2:4][CH2:5][CH2:6][CH2:7][C@@H:2]3[OH:1])=[O:10])=[CH:12]2)=[N:26][CH:27]=1. The catalyst class is: 31. (7) Reactant: Br[CH2:2][C:3]1[CH:8]=[N:7][C:6]([Cl:9])=[CH:5][N:4]=1.[C-:10]#[N:11].[K+].O. Product: [Cl:9][C:6]1[N:7]=[CH:8][C:3]([CH2:2][C:10]#[N:11])=[N:4][CH:5]=1. The catalyst class is: 8. (8) Reactant: [CH3:1][O:2][C:3]([C@@H:5]1[CH2:10][CH2:9][CH2:8][CH2:7][C@H:6]1[C:11]([OH:13])=O)=[O:4].C(Cl)(=O)C([Cl:17])=O. Product: [Cl:17][C:11]([C@@H:6]1[CH2:7][CH2:8][CH2:9][CH2:10][C@H:5]1[C:3]([O:2][CH3:1])=[O:4])=[O:13]. The catalyst class is: 2.